This data is from CYP3A4 inhibition data for predicting drug metabolism from PubChem BioAssay. The task is: Regression/Classification. Given a drug SMILES string, predict its absorption, distribution, metabolism, or excretion properties. Task type varies by dataset: regression for continuous measurements (e.g., permeability, clearance, half-life) or binary classification for categorical outcomes (e.g., BBB penetration, CYP inhibition). Dataset: cyp3a4_veith. The compound is Cc1nnsc1SC(C)C(=O)O. The result is 0 (non-inhibitor).